From a dataset of Full USPTO retrosynthesis dataset with 1.9M reactions from patents (1976-2016). Predict the reactants needed to synthesize the given product. (1) Given the product [C:48]([O:51][C:6]([CH3:5])([CH3:37])[CH2:7][N:8]1[C:14]2[CH:15]=[CH:16][C:17]([Cl:19])=[CH:18][C:13]=2[C@@H:12]([C:20]2[CH:25]=[CH:24][CH:23]=[C:22]([O:26][CH3:27])[C:21]=2[O:28][CH3:29])[O:11][C@H:10]([CH2:30][CH2:31][CH2:32][C:33]([NH2:34])=[S:39])[C:9]1=[O:35])(=[O:50])[CH3:49], predict the reactants needed to synthesize it. The reactants are: C(O[CH2:5][C:6]([CH3:37])(C)[CH2:7][N:8]1[C:14]2[CH:15]=[CH:16][C:17]([Cl:19])=[CH:18][C:13]=2[C@@H:12]([C:20]2[CH:25]=[CH:24][CH:23]=[C:22]([O:26][CH3:27])[C:21]=2[O:28][CH3:29])[O:11][C@H:10]([CH2:30][CH2:31][CH2:32][C:33]#[N:34])[C:9]1=[O:35])(=O)C.P(OCC)(OCC)(S)=[S:39].Cl.[C:48]([O:51]CC)(=[O:50])[CH3:49]. (2) Given the product [OH:1][C:2]1([C:16]([F:19])([F:18])[F:17])[CH2:6][CH2:5][N:4]([C:7]([O:9][C:10]([CH3:13])([CH3:12])[CH3:11])=[O:8])[CH2:3]1, predict the reactants needed to synthesize it. The reactants are: [O:1]=[C:2]1[CH2:6][CH2:5][N:4]([C:7]([O:9][C:10]([CH3:13])([CH3:12])[CH3:11])=[O:8])[CH2:3]1.C[Si](C)(C)[C:16]([F:19])([F:18])[F:17].[F-].C([N+](CCCC)(CCCC)CCCC)CCC.